Dataset: Forward reaction prediction with 1.9M reactions from USPTO patents (1976-2016). Task: Predict the product of the given reaction. (1) Given the reactants [N+:1]([C:4]1[CH:10]=[CH:9][CH:8]=[C:7]([N+:11]([O-:13])=[O:12])[C:5]=1N)([O-:3])=[O:2].[I:14]CI, predict the reaction product. The product is: [I:14][C:5]1[C:4]([N+:1]([O-:3])=[O:2])=[CH:10][CH:9]=[CH:8][C:7]=1[N+:11]([O-:13])=[O:12]. (2) Given the reactants [NH2:1][C:2]1[CH:3]=[N:4][CH:5]=[CH:6][C:7]=1[N:8]1[CH2:13][C@H:12]([CH3:14])[C@@H:11]([O:15][Si](C(C)(C)C)(C)C)[C@H:10]([NH:23]C(=O)OC(C)(C)C)[CH2:9]1.C(OC([NH:38][C:39]1[O:47][C:46]2[C:41](=[N:42][CH:43]=[C:44]([CH2:48][CH2:49][CH3:50])[CH:45]=2)[C:40]=1[C:51](O)=[O:52])=O)(C)(C)C.CCN(C(C)C)C(C)C.CN(C(ON1N=NC2C=CC=NC1=2)=[N+](C)C)C.F[P-](F)(F)(F)(F)F, predict the reaction product. The product is: [NH2:38][C:39]1[O:47][C:46]2[C:41](=[N:42][CH:43]=[C:44]([CH2:48][CH2:49][CH3:50])[CH:45]=2)[C:40]=1[C:51]([NH:1][C:2]1[CH:3]=[N:4][CH:5]=[CH:6][C:7]=1[N:8]1[CH2:13][C@H:12]([CH3:14])[C@@H:11]([OH:15])[C@H:10]([NH2:23])[CH2:9]1)=[O:52]. (3) Given the reactants [C:1]([C:5]1[N:6]=[C:7]([N:16]2[CH2:20][CH2:19][C:18]([F:22])([F:21])[CH2:17]2)[C:8]2[C:9](=[N:11][N:12]([CH2:14][CH3:15])[N:13]=2)[N:10]=1)([CH3:4])([CH3:3])[CH3:2].C(C1N=C(N2CCC(F)(F)C2)C2N=NNC=2N=1)(C)(C)C.ClCC1[N:49]=[C:48]([CH3:50])[O:47][N:46]=1, predict the reaction product. The product is: [C:1]([C:5]1[N:6]=[C:7]([N:16]2[CH2:20][CH2:19][C:18]([F:21])([F:22])[CH2:17]2)[C:8]2[C:9](=[N:11][N:12]([CH2:14][C:15]3[N:49]=[C:48]([CH3:50])[O:47][N:46]=3)[N:13]=2)[N:10]=1)([CH3:2])([CH3:3])[CH3:4]. (4) Given the reactants [CH2:1]([O:3][C:4](=[O:21])[CH:5]([C:8]1[CH:13]=[CH:12][C:11]([N+:14]([O-])=O)=[C:10]([S:17][CH:18]([CH3:20])[CH3:19])[CH:9]=1)[CH2:6][CH3:7])[CH3:2].Cl[Sn]Cl.O, predict the reaction product. The product is: [CH2:1]([O:3][C:4](=[O:21])[CH:5]([C:8]1[CH:13]=[CH:12][C:11]([NH2:14])=[C:10]([S:17][CH:18]([CH3:19])[CH3:20])[CH:9]=1)[CH2:6][CH3:7])[CH3:2].